From a dataset of Catalyst prediction with 721,799 reactions and 888 catalyst types from USPTO. Predict which catalyst facilitates the given reaction. (1) Reactant: [CH3:1][C:2]1[CH:3]=[C:4]2[C:9](=[CH:10][CH:11]=1)[O:8][C:7](=[O:12])[CH2:6][CH:5]2[C:13]1[CH:18]=[CH:17][CH:16]=[CH:15][CH:14]=1.[CH2:19](Br)[C:20]1[CH:25]=[CH:24][CH:23]=[CH:22][CH:21]=1.[C:27](=O)([O-])[O-:28].[K+].[K+].CC(C)=O. Product: [CH2:19]([O:8][C:9]1[CH:10]=[CH:11][C:2]([CH3:1])=[CH:3][C:4]=1[CH:5]([C:13]1[CH:18]=[CH:17][CH:16]=[CH:15][CH:14]=1)[CH2:6][C:7]([O:28][CH3:27])=[O:12])[C:20]1[CH:25]=[CH:24][CH:23]=[CH:22][CH:21]=1. The catalyst class is: 5. (2) Reactant: [Cl:1][C:2]1[S:6][C:5]([C:7]2[N:12]=[C:11]([NH:13][C:14]3[CH:19]=[CH:18][C:17]([CH2:20][C:21]4[NH:22][CH:23]=[C:24]([C:26]([O:28]C)=O)[N:25]=4)=[CH:16][CH:15]=3)[C:10]([CH2:30][CH3:31])=[C:9]([CH3:32])[N:8]=2)=[CH:4][CH:3]=1.[NH3:33]. Product: [Cl:1][C:2]1[S:6][C:5]([C:7]2[N:12]=[C:11]([NH:13][C:14]3[CH:19]=[CH:18][C:17]([CH2:20][C:21]4[NH:22][CH:23]=[C:24]([C:26]([NH2:33])=[O:28])[N:25]=4)=[CH:16][CH:15]=3)[C:10]([CH2:30][CH3:31])=[C:9]([CH3:32])[N:8]=2)=[CH:4][CH:3]=1. The catalyst class is: 8. (3) Reactant: O=[C:2]([CH2:8][C:9](=[O:11])[CH3:10])[C:3]([O:5][CH2:6][CH3:7])=[O:4].Cl.[CH3:13][O:14][NH2:15]. Product: [CH3:13][O:14][N:15]=[C:2]([CH2:8][C:9](=[O:11])[CH3:10])[C:3]([O:5][CH2:6][CH3:7])=[O:4]. The catalyst class is: 412. (4) Reactant: C([N:8]1[CH2:13][CH2:12][C:11]([OH:18])([C:14]([O:16][CH3:17])=[O:15])[CH2:10][CH2:9]1)C1C=CC=CC=1.C([O-])=O.[NH4+]. Product: [OH:18][C:11]1([C:14]([O:16][CH3:17])=[O:15])[CH2:10][CH2:9][NH:8][CH2:13][CH2:12]1. The catalyst class is: 45.